From a dataset of Forward reaction prediction with 1.9M reactions from USPTO patents (1976-2016). Predict the product of the given reaction. (1) Given the reactants [C:1]([C@H:3]1[CH2:7][C@H:6]([O:8][CH3:9])[CH2:5][N:4]1C(OC(C)(C)C)=O)#[N:2].O.C1(C)C=CC(S(O)(=O)=O)=CC=1, predict the reaction product. The product is: [CH3:9][O:8][C@@H:6]1[CH2:5][NH:4][C@@H:3]([C:1]#[N:2])[CH2:7]1. (2) The product is: [N:16]1([S:13]([N:8]2[CH2:9][CH2:24][CH:25]([C:28]3[O:32][N:31]=[C:30]([C:33]4[CH:42]=[CH:41][C:40]5[C:35](=[CH:36][CH:37]=[CH:38][CH:39]=5)[N:34]=4)[N:29]=3)[CH2:11][CH2:12]2)(=[O:14])=[O:15])[CH:20]=[CH:19][N:18]=[CH:17]1. Given the reactants FC(F)(F)C([O-])=O.[N:8]1([S:13]([N:16]2[CH:20]=[CH:19][N+:18](C)=[CH:17]2)(=[O:15])=[O:14])[CH:12]=[CH:11]N=[CH:9]1.N1CC[CH:25]([C:28]2[O:32][N:31]=[C:30]([C:33]3[CH:42]=[CH:41][C:40]4[C:35](=[CH:36][CH:37]=[CH:38][CH:39]=4)[N:34]=3)[N:29]=2)[CH2:24]C1, predict the reaction product. (3) Given the reactants FC(F)(F)C(O)=O.[F:8][C:9]1[C:14]([F:15])=[CH:13][CH:12]=[CH:11][C:10]=1[C@H:16]1[CH2:22][N:21]([C:23]2[CH:28]=[CH:27][N:26]=[CH:25][CH:24]=2)[C:20](=[O:29])[C@H:19]([NH:30]C(=O)OC(C)(C)C)[CH2:18][CH2:17]1, predict the reaction product. The product is: [NH2:30][C@@H:19]1[CH2:18][CH2:17][C@@H:16]([C:10]2[CH:11]=[CH:12][CH:13]=[C:14]([F:15])[C:9]=2[F:8])[CH2:22][N:21]([C:23]2[CH:24]=[CH:25][N:26]=[CH:27][CH:28]=2)[C:20]1=[O:29]. (4) Given the reactants [NH:1](C(OC(C)(C)C)=O)[C@H:2]([C:20]([N:22]1[CH2:61][CH2:60][CH2:59][C@H:23]1[C:24]([NH:26][C@H:27]([C:29]([NH:31][C@H:32]([C:49]([O:51][CH2:52][C:53]1[CH:58]=[CH:57][CH:56]=[CH:55][CH:54]=1)=[O:50])[CH2:33][CH2:34][CH2:35][CH2:36][NH:37][C:38]([O:40][CH2:41][C:42]1[CH:48]=[CH:47][CH:46]=[CH:45][C:43]=1[Cl:44])=[O:39])=[O:30])[CH3:28])=[O:25])=[O:21])[CH2:3][CH2:4][CH2:5][NH:6][C:7](=[NH:19])[NH:8][S:9]([C:12]1[CH:18]=[CH:17][C:15]([CH3:16])=[CH:14][CH:13]=1)(=[O:11])=[O:10].C(Cl)(Cl)[Cl:70].CO, predict the reaction product. The product is: [NH:1]([Cl:70])[C@H:2]([C:20]([N:22]1[CH2:61][CH2:60][CH2:59][C@H:23]1[C:24]([NH:26][C@H:27]([C:29]([NH:31][C@H:32]([C:49]([O:51][CH2:52][C:53]1[CH:58]=[CH:57][CH:56]=[CH:55][CH:54]=1)=[O:50])[CH2:33][CH2:34][CH2:35][CH2:36][NH:37][C:38]([O:40][CH2:41][C:42]1[CH:48]=[CH:47][CH:46]=[CH:45][C:43]=1[Cl:44])=[O:39])=[O:30])[CH3:28])=[O:25])=[O:21])[CH2:3][CH2:4][CH2:5][NH:6][C:7](=[NH:19])[NH:8][S:9]([C:12]1[CH:18]=[CH:17][C:15]([CH3:16])=[CH:14][CH:13]=1)(=[O:11])=[O:10]. (5) The product is: [F:27][C:17]1[C:18]2[C:23](=[CH:22][C:21]([CH3:25])=[CH:20][C:19]=2[F:26])[CH2:24][C:16]=1[CH:13]1[CH2:12][CH2:11][CH:10]([CH:7]2[CH2:8][CH2:9][CH:4]([CH2:1][CH2:2][CH3:3])[CH2:5][CH2:6]2)[CH2:15][CH2:14]1. Given the reactants [CH2:1]([CH:4]1[CH2:9][CH2:8][CH:7]([CH:10]2[CH2:15][CH2:14][CH:13]([CH:16]3[CH2:24][C:23]4[C:18](=[C:19]([F:26])[CH:20]=[C:21]([CH3:25])[CH:22]=4)[C:17]3(F)[F:27])[CH2:12][CH2:11]2)[CH2:6][CH2:5]1)[CH2:2][CH3:3].CC([O-])(C)C.[K+], predict the reaction product. (6) Given the reactants N(C(OC(C)(C)C)=O)=NC(OC(C)(C)C)=O.C1(P(C2C=CC=CC=2)C2C=CC=CC=2)C=CC=CC=1.[C:36]([C:40]1[CH:44]=[C:43]([NH:45][C:46](=[O:61])[C:47]([CH3:60])([S:51]([CH:54]2[CH2:59][CH2:58][O:57][CH2:56][CH2:55]2)(=[O:53])=[O:52])[CH2:48][CH2:49]O)[O:42][N:41]=1)([CH3:39])([CH3:38])[CH3:37], predict the reaction product. The product is: [C:36]([C:40]1[CH:44]=[C:43]([N:45]2[CH2:49][CH2:48][C:47]([CH3:60])([S:51]([CH:54]3[CH2:55][CH2:56][O:57][CH2:58][CH2:59]3)(=[O:52])=[O:53])[C:46]2=[O:61])[O:42][N:41]=1)([CH3:37])([CH3:39])[CH3:38].